This data is from Forward reaction prediction with 1.9M reactions from USPTO patents (1976-2016). The task is: Predict the product of the given reaction. (1) The product is: [CH:11]1([S:14]([CH2:17][C:18]2[CH:23]=[C:22]([N:24]3[CH2:29][CH2:28][O:27][CH2:26][C@@H:25]3[CH3:30])[N:21]=[C:20]([C:31]3[CH:32]=[CH:33][C:34]([NH:35][C:2](=[O:3])[O:4][C:5]4[CH:10]=[CH:9][CH:8]=[CH:7][CH:6]=4)=[CH:36][CH:37]=3)[N:19]=2)(=[O:15])=[O:16])[CH2:13][CH2:12]1. Given the reactants Cl[C:2]([O:4][C:5]1[CH:10]=[CH:9][CH:8]=[CH:7][CH:6]=1)=[O:3].[CH:11]1([S:14]([CH2:17][C:18]2[CH:23]=[C:22]([N:24]3[CH2:29][CH2:28][O:27][CH2:26][C@@H:25]3[CH3:30])[N:21]=[C:20]([C:31]3[CH:37]=[CH:36][C:34]([NH2:35])=[CH:33][CH:32]=3)[N:19]=2)(=[O:16])=[O:15])[CH2:13][CH2:12]1.C(=O)(O)[O-].[Na+], predict the reaction product. (2) Given the reactants [CH3:1][CH:2]([CH3:31])[C@H:3]([NH:23]C(OC(C)(C)C)=O)[CH2:4][NH:5][C:6](=[O:22])[C@@H:7]([NH:11][C:12]([O:14][CH2:15][C:16]1[CH:21]=[CH:20][CH:19]=[CH:18][CH:17]=1)=[O:13])[CH:8]([CH3:10])[CH3:9].C(OC(=O)C)C.Cl, predict the reaction product. The product is: [NH2:23][C@@H:3]([CH:2]([CH3:31])[CH3:1])[CH2:4][NH:5][C:6](=[O:22])[C@@H:7]([NH:11][C:12]([O:14][CH2:15][C:16]1[CH:17]=[CH:18][CH:19]=[CH:20][CH:21]=1)=[O:13])[CH:8]([CH3:10])[CH3:9]. (3) Given the reactants [CH2:1]([C:3]([C:17]1[CH:30]=[CH:29][C:20]([O:21][CH2:22][C:23](=[O:28])[C:24]([CH3:27])([CH3:26])[CH3:25])=[C:19]([CH3:31])[CH:18]=1)([C:6]1[S:10][C:9]2[CH:11]=[CH:12][C:13]([O:15]C)=[CH:14][C:8]=2[CH:7]=1)[CH2:4][CH3:5])[CH3:2].B(Br)(Br)Br, predict the reaction product. The product is: [CH2:1]([C:3]([C:17]1[CH:30]=[CH:29][C:20]([O:21][CH2:22][C:23](=[O:28])[C:24]([CH3:25])([CH3:27])[CH3:26])=[C:19]([CH3:31])[CH:18]=1)([C:6]1[S:10][C:9]2[CH:11]=[CH:12][C:13]([OH:15])=[CH:14][C:8]=2[CH:7]=1)[CH2:4][CH3:5])[CH3:2]. (4) Given the reactants Cl[C:2]1[NH:3][C:4]2[CH:10]=[CH:9][CH:8]=[CH:7][C:5]=2[N:6]=1.[CH:11]([C:14]1[CH:20]=[CH:19][C:17]([NH2:18])=[CH:16][CH:15]=1)([CH3:13])[CH3:12], predict the reaction product. The product is: [N:6]1[C:5]2[CH:7]=[CH:8][CH:9]=[CH:10][C:4]=2[NH:3][C:2]=1[NH:18][C:17]1[CH:19]=[CH:20][C:14]([CH:11]([CH3:13])[CH3:12])=[CH:15][CH:16]=1. (5) Given the reactants [CH3:1][O:2][C:3](=[O:17])[CH2:4][C:5]1[CH:14]=[C:13]([OH:15])[C:12]2[C:7](=[CH:8][CH:9]=[C:10]([F:16])[CH:11]=2)[CH:6]=1.[C:18]([O:22][C:23]([N:25]1[CH2:30][CH2:29][CH:28](O)[CH2:27][CH2:26]1)=[O:24])([CH3:21])([CH3:20])[CH3:19].C1(P(C2C=CC=CC=2)C2C=CC=CC=2)C=CC=CC=1.N(C(OCC)=O)=NC(OCC)=O, predict the reaction product. The product is: [C:18]([O:22][C:23]([N:25]1[CH2:30][CH2:29][CH:28]([O:15][C:13]2[C:12]3[C:7](=[CH:8][CH:9]=[C:10]([F:16])[CH:11]=3)[CH:6]=[C:5]([CH2:4][C:3]([O:2][CH3:1])=[O:17])[CH:14]=2)[CH2:27][CH2:26]1)=[O:24])([CH3:21])([CH3:19])[CH3:20]. (6) Given the reactants FC(F)(F)C(O)=O.FC(F)(F)C(O)=O.[NH2:15][CH2:16][C@H:17]1[CH2:22][CH2:21][C@H:20]([N:23]2[C:27]3=[C:28]4[S:34][CH:33]=[CH:32][C:29]4=[N:30][CH:31]=[C:26]3[N:25]=[C:24]2[C@H:35]([OH:37])[CH3:36])[CH2:19][CH2:18]1.C(N(CC)CC)C.Cl[C:46]([O:48][CH:49]([CH3:51])[CH3:50])=[O:47], predict the reaction product. The product is: [CH:49]([O:48][C:46](=[O:47])[NH:15][CH2:16][C@H:17]1[CH2:22][CH2:21][C@H:20]([N:23]2[C:27]3=[C:28]4[S:34][CH:33]=[CH:32][C:29]4=[N:30][CH:31]=[C:26]3[N:25]=[C:24]2[C@H:35]([OH:37])[CH3:36])[CH2:19][CH2:18]1)([CH3:51])[CH3:50]. (7) Given the reactants C[O:2][C:3]1[CH:11]=[CH:10][CH:9]=[C:8]2[C:4]=1[CH:5]=[N:6][N:7]2[C:12]1[CH:17]=[CH:16][N:15]=[C:14]([S:18][CH2:19][CH2:20][CH3:21])[N:13]=1, predict the reaction product. The product is: [CH2:19]([S:18][C:14]1[N:13]=[C:12]([N:7]2[C:8]3[CH:9]=[CH:10][CH:11]=[C:3]([OH:2])[C:4]=3[CH:5]=[N:6]2)[CH:17]=[CH:16][N:15]=1)[CH2:20][CH3:21].